This data is from Catalyst prediction with 721,799 reactions and 888 catalyst types from USPTO. The task is: Predict which catalyst facilitates the given reaction. (1) Reactant: Cl[C:2]1[C:7]([C:8]([O:10][CH2:11][CH3:12])=[O:9])=[CH:6][N:5]=[C:4]([S:13][CH3:14])[N:3]=1.[NH3:15]. Product: [NH2:15][C:2]1[C:7]([C:8]([O:10][CH2:11][CH3:12])=[O:9])=[CH:6][N:5]=[C:4]([S:13][CH3:14])[N:3]=1. The catalyst class is: 191. (2) Reactant: F[P-](F)(F)(F)(F)F.N1(OC(N(C)C)=[N+](C)C)C2N=CC=CC=2N=N1.C(N(C(C)C)CC)(C)C.ON1C2N=CC=CC=2N=N1.[CH2:44]([O:51][C:52]1[CH:53]=[C:54]([CH:58]=[CH:59][C:60]=1[CH3:61])[C:55]([OH:57])=O)[C:45]1[CH:50]=[CH:49][CH:48]=[CH:47][CH:46]=1.Cl.[NH2:63][C:64]1[C:65]([O:79][CH3:80])=[C:66]([NH:74][S:75]([CH3:78])(=[O:77])=[O:76])[CH:67]=[C:68]([C:70]([CH3:73])([CH3:72])[CH3:71])[CH:69]=1. Product: [CH2:44]([O:51][C:52]1[CH:53]=[C:54]([CH:58]=[CH:59][C:60]=1[CH3:61])[C:55]([NH:63][C:64]1[CH:69]=[C:68]([C:70]([CH3:72])([CH3:73])[CH3:71])[CH:67]=[C:66]([NH:74][S:75]([CH3:78])(=[O:77])=[O:76])[C:65]=1[O:79][CH3:80])=[O:57])[C:45]1[CH:46]=[CH:47][CH:48]=[CH:49][CH:50]=1. The catalyst class is: 42. (3) Reactant: [C:1]([O:5][C:6]([N:8]([CH3:24])[CH2:9][CH2:10][CH:11]([O:16][Si](C(C)(C)C)(C)C)[C:12]([O:14][CH3:15])=[O:13])=[O:7])([CH3:4])([CH3:3])[CH3:2].CCCC[N+](CCCC)(CCCC)CCCC.[F-]. The catalyst class is: 30. Product: [C:1]([O:5][C:6]([N:8]([CH3:24])[CH2:9][CH2:10][CH:11]([OH:16])[C:12]([O:14][CH3:15])=[O:13])=[O:7])([CH3:3])([CH3:2])[CH3:4]. (4) Reactant: [F:1][C:2]([F:16])([F:15])[CH2:3][NH:4][C:5]1[CH:14]=[CH:13][C:8]([C:9]([O:11]C)=[O:10])=[CH:7][CH:6]=1.CO.[OH-].[K+]. Product: [F:1][C:2]([F:15])([F:16])[CH2:3][NH:4][C:5]1[CH:6]=[CH:7][C:8]([C:9]([OH:11])=[O:10])=[CH:13][CH:14]=1. The catalyst class is: 6. (5) Reactant: [I:1][C:2]1[CH:7]=[CH:6][C:5]([CH2:8][OH:9])=[C:4]([O:10][CH2:11][CH2:12][C:13]2[CH:18]=[CH:17][CH:16]=[CH:15][CH:14]=2)[CH:3]=1.C(Cl)(=O)C(Cl)=O. Product: [I:1][C:2]1[CH:7]=[CH:6][C:5]([CH:8]=[O:9])=[C:4]([O:10][CH2:11][CH2:12][C:13]2[CH:18]=[CH:17][CH:16]=[CH:15][CH:14]=2)[CH:3]=1. The catalyst class is: 16.